From a dataset of Retrosynthesis with 50K atom-mapped reactions and 10 reaction types from USPTO. Predict the reactants needed to synthesize the given product. (1) Given the product CC(C)(C)OC(=O)N1[C@H](Cc2ccccc2F)[C@H](Cc2ncccc2C(=O)NC2CC2)OC1(C)C, predict the reactants needed to synthesize it. The reactants are: CC(C)(C)OC(=O)N1[C@H](Cc2ccccc2F)[C@H](Cc2ncccc2C(=O)O)OC1(C)C.NC1CC1. (2) Given the product COCCOc1cccc(Oc2ccc([N+](=O)[O-])cc2C)c1, predict the reactants needed to synthesize it. The reactants are: COCCBr.Cc1cc([N+](=O)[O-])ccc1Oc1cccc(O)c1. (3) Given the product CCCC(C(=O)O)[C@@H]1CCCN(Cc2cc(C(F)(F)F)ccc2C(F)(F)F)[C@H]1c1ccc(C(F)(F)F)cc1, predict the reactants needed to synthesize it. The reactants are: CCCC(C(=O)OC)[C@@H]1CCCN(Cc2cc(C(F)(F)F)ccc2C(F)(F)F)[C@H]1c1ccc(C(F)(F)F)cc1. (4) The reactants are: CC1(C)C(C=O)C1/C=C(\Cl)C(F)(F)F.N#CC(N)c1cccc(Oc2ccccc2)c1. Given the product CC1(C)C(/C=C(\Cl)C(F)(F)F)C1CNC(C#N)c1cccc(Oc2ccccc2)c1, predict the reactants needed to synthesize it. (5) Given the product COCn1cc(C)c(=O)[nH]c1=O, predict the reactants needed to synthesize it. The reactants are: COCCl.Cc1c[nH]c(=O)[nH]c1=O. (6) Given the product COc1ccc(COc2ccc(Cl)cc2-c2ccc(C)n2-c2cc(C(=O)O)ccn2)cc1, predict the reactants needed to synthesize it. The reactants are: CCOC(=O)c1ccnc(-n2c(C)ccc2-c2cc(Cl)ccc2OCc2ccc(OC)cc2)c1. (7) Given the product Cc1csc(S(=O)(=O)C2(c3cc(N4CCOC[C@@H]4C)nc(-c4ccc(NC(=O)Oc5ccccc5)cc4)n3)CCC2)n1, predict the reactants needed to synthesize it. The reactants are: Cc1csc(S(=O)(=O)C2(c3cc(N4CCOC[C@@H]4C)nc(-c4ccc(N)cc4)n3)CCC2)n1.O=C(Cl)Oc1ccccc1. (8) Given the product CCOC(=O)CC1OB(O)c2cc(Oc3cnccn3)cc(F)c21, predict the reactants needed to synthesize it. The reactants are: CCOC(=O)CC1OB(O)c2cc(O)cc(F)c21.Clc1cnccn1. (9) Given the product COCCOc1ccc(I)cc1[N+](=O)[O-], predict the reactants needed to synthesize it. The reactants are: COCCO.O=[N+]([O-])c1cc(I)ccc1F. (10) Given the product Fc1ccc(CSc2ccc(Br)cn2)cc1, predict the reactants needed to synthesize it. The reactants are: Brc1ccc(Br)nc1.Fc1ccc(CS)cc1.